Dataset: Reaction yield outcomes from USPTO patents with 853,638 reactions. Task: Predict the reaction yield, written as a fraction of the theoretical maximum amount of product (1.0 means a 100% yield; for example, 0.34 means a 34% yield). (1) The reactants are C(NC1C=CC(C2C=C3C(CN([C@@H](C(C)C)C(OC)=O)C3=O)=CC=2)=CC=1)(=O)C1C=CC=CC=1.[NH2:34][C:35]1[CH:40]=[CH:39][C:38]([C:41]2[CH:49]=[C:48]3[C:44]([CH2:45][N:46]([C@@H:51]([CH:56]([CH3:58])[CH3:57])[C:52]([O:54][CH3:55])=[O:53])[C:47]3=[O:50])=[CH:43][CH:42]=2)=[CH:37][CH:36]=1.[CH3:59][O:60][C:61]1[CH:62]=[C:63]([CH:67]=[CH:68][C:69]=1[O:70][CH3:71])[C:64](Cl)=[O:65]. No catalyst specified. The product is [CH3:59][O:60][C:61]1[CH:62]=[C:63]([CH:67]=[CH:68][C:69]=1[O:70][CH3:71])[C:64]([NH:34][C:35]1[CH:36]=[CH:37][C:38]([C:41]2[CH:49]=[C:48]3[C:44]([CH2:45][N:46]([C@@H:51]([CH:56]([CH3:58])[CH3:57])[C:52]([O:54][CH3:55])=[O:53])[C:47]3=[O:50])=[CH:43][CH:42]=2)=[CH:39][CH:40]=1)=[O:65]. The yield is 0.870. (2) The reactants are [C:1]1([S:7]([N:10]2[C:14]3=[N:15][CH:16]=[C:17]([Cl:19])[CH:18]=[C:13]3[C:12]([CH:20]([C:22]3[CH:23]=[N:24][C:25]([S:28][CH3:29])=[N:26][CH:27]=3)O)=[CH:11]2)(=[O:9])=[O:8])[CH:6]=[CH:5][CH:4]=[CH:3][CH:2]=1.C([SiH](CC)CC)C.FC(F)(F)C(O)=O. The catalyst is ClCCl. The product is [C:1]1([S:7]([N:10]2[C:14]3=[N:15][CH:16]=[C:17]([Cl:19])[CH:18]=[C:13]3[C:12]([CH2:20][C:22]3[CH:23]=[N:24][C:25]([S:28][CH3:29])=[N:26][CH:27]=3)=[CH:11]2)(=[O:9])=[O:8])[CH:2]=[CH:3][CH:4]=[CH:5][CH:6]=1. The yield is 0.740. (3) The reactants are [C:1]1([CH3:7])[CH:6]=[CH:5][CH:4]=[CH:3][CH:2]=1.C(=O)([O-])[O-].[Na+].[Na+].C1(B(O)O)C=CC=CC=1.IC1[CH:25]=[CH:26][C:27]([NH2:30])=[N:28][CH:29]=1. The product is [C:1]1([C:7]2[CH:25]=[CH:26][C:27]([NH2:30])=[N:28][CH:29]=2)[CH:6]=[CH:5][CH:4]=[CH:3][CH:2]=1. The catalyst is C1(P(C2C=CC=CC=2)C2C=CC=CC=2)C=CC=CC=1.[Pd].[Pd].[Pd].[Pd].O. The yield is 0.280. (4) The product is [OH:21][CH2:20][C@@H:18]1[CH2:19][C@H:17]1[C:15]#[C:16][C:2]1[CH:3]=[C:4]2[C:9](=[CH:10][CH:11]=1)[CH:8]=[C:7]([C:12]([OH:14])=[O:13])[CH:6]=[CH:5]2. The yield is 0.940. The catalyst is O1CCCC1.[Cu]I.[Cl-].[Cl-].C1(P(C2C=CC=CC=2)C2C=CC=CC=2)C=CC=CC=1.C1(P(C2C=CC=CC=2)C2C=CC=CC=2)C=CC=CC=1.[Pd+2]. The reactants are Br[C:2]1[CH:3]=[C:4]2[C:9](=[CH:10][CH:11]=1)[CH:8]=[C:7]([C:12]([OH:14])=[O:13])[CH:6]=[CH:5]2.[C:15]([C@@H:17]1[CH2:19][C@H:18]1[CH2:20][OH:21])#[CH:16].C(N(CC)CC)C. (5) The reactants are CN(C(ON1N=NC2C=CC=NC1=2)=[N+](C)C)C.F[P-](F)(F)(F)(F)F.[F:25][C:26]1[CH:27]=[C:28]([NH:37][C:38]([C@H:40]2[C:49]3[C:44](=[CH:45][C:46]([O:50][CH3:51])=[CH:47][CH:48]=3)[CH2:43][CH2:42][NH:41]2)=[O:39])[CH:29]=[C:30]([F:36])[C:31]=1[Si:32]([CH3:35])([CH3:34])[CH3:33].CCN(C(C)C)C(C)C.[C@H:61]1([C:68](O)=[O:69])[CH2:64][C@@H:63]([C:65]([OH:67])=[O:66])[CH2:62]1. The yield is 0.321. The product is [F:25][C:26]1[CH:27]=[C:28]([NH:37][C:38]([C@H:40]2[C:49]3[C:44](=[CH:45][C:46]([O:50][CH3:51])=[CH:47][CH:48]=3)[CH2:43][CH2:42][N:41]2[C:68]([C@@H:61]2[CH2:64][C@H:63]([C:65]([OH:67])=[O:66])[CH2:62]2)=[O:69])=[O:39])[CH:29]=[C:30]([F:36])[C:31]=1[Si:32]([CH3:33])([CH3:35])[CH3:34]. The catalyst is CN(C=O)C.O.C(#N)C.O.